From a dataset of Reaction yield outcomes from USPTO patents with 853,638 reactions. Predict the reaction yield, written as a fraction of the theoretical maximum amount of product (1.0 means a 100% yield; for example, 0.34 means a 34% yield). (1) The reactants are Cl[C:2]1[C:3]2[CH:10]=[CH:9][NH:8][C:4]=2[N:5]=[CH:6][N:7]=1.[CH:11]1([NH:17][CH3:18])[CH2:16][CH2:15][CH2:14][CH2:13][CH2:12]1.C(O)(C)(C)C.Cl. The catalyst is O. The product is [CH:11]1([N:17]([CH3:18])[C:2]2[C:3]3[CH:10]=[CH:9][NH:8][C:4]=3[N:5]=[CH:6][N:7]=2)[CH2:16][CH2:15][CH2:14][CH2:13][CH2:12]1. The yield is 0.880. (2) The reactants are [S:1]1[CH:5]=[CH:4][CH:3]=[C:2]1[C:6]1[CH:10]=[CH:9][NH:8][N:7]=1.[H-].[Na+].[CH2:13](I)[CH3:14].O. The catalyst is CN(C)C=O.CC(OC)(C)C. The product is [CH2:13]([N:8]1[CH:9]=[CH:10][C:6]([C:2]2[S:1][CH:5]=[CH:4][CH:3]=2)=[N:7]1)[CH3:14].[CH2:13]([N:7]1[C:6]([C:2]2[S:1][CH:5]=[CH:4][CH:3]=2)=[CH:10][CH:9]=[N:8]1)[CH3:14]. The yield is 0.440.